Dataset: Full USPTO retrosynthesis dataset with 1.9M reactions from patents (1976-2016). Task: Predict the reactants needed to synthesize the given product. (1) Given the product [OH:4][C:5]1[CH:24]=[CH:23][C:8]([C:9]2[CH:10]([C:27]3[CH:32]=[CH:31][N:30]=[N:29][CH:28]=3)[O:11][C:12]3[C:17]([CH:18]=2)=[CH:16][CH:15]=[C:14]([OH:19])[CH:13]=3)=[CH:7][CH:6]=1, predict the reactants needed to synthesize it. The reactants are: C([O:4][C:5]1[CH:24]=[CH:23][C:8]([C:9]2[CH2:10][O:11][C:12]3[C:17]([CH:18]=2)=[CH:16][CH:15]=[C:14]([O:19]C(=O)C)[CH:13]=3)=[CH:7][CH:6]=1)(=O)C.C[Si](C)(C)[C:27]1[CH:32]=[CH:31][N:30]=[N:29][CH:28]=1. (2) Given the product [Cl:25][C:26]1[CH:27]=[C:28]([NH:29][C:14]2[C:13]3[C:18](=[CH:19][CH:20]=[CH:21][C:12]=3[O:11][C@H:9]([CH3:10])[C:8]([N:7]([CH2:6][CH2:5][OH:4])[CH3:24])=[O:23])[N:17]=[CH:16][N:15]=2)[CH:30]=[CH:31][C:32]=1[C:33]([N:35]1[CH2:36][CH2:37][CH2:38][CH2:39]1)=[O:34], predict the reactants needed to synthesize it. The reactants are: C([O:4][CH2:5][CH2:6][N:7]([CH3:24])[C:8](=[O:23])[C@H:9]([O:11][C:12]1[CH:21]=[CH:20][CH:19]=[C:18]2[C:13]=1[C:14](=O)[NH:15][CH:16]=[N:17]2)[CH3:10])(=O)C.[Cl:25][C:26]1[CH:27]=[C:28]([CH:30]=[CH:31][C:32]=1[C:33]([N:35]1[CH2:39][CH2:38][CH2:37][CH2:36]1)=[O:34])[NH2:29]. (3) Given the product [CH:30]1[C:42]2[CH:41]([CH2:43][O:44][C:45]([NH:47][CH2:48][C:49]3[CH:50]=[CH:51][C:52]([C:1]([NH:18][CH2:19][CH2:20][C:21]([OH:23])=[O:22])=[O:2])=[CH:56][CH:57]=3)=[O:46])[C:40]3[C:35](=[CH:36][CH:37]=[CH:38][CH:39]=3)[C:34]=2[CH:33]=[CH:32][CH:31]=1, predict the reactants needed to synthesize it. The reactants are: [C:1]([NH:18][CH2:19][CH2:20][C:21]([OH:23])=[O:22])(OCC1C2C(=CC=CC=2)C2C1=CC=CC=2)=[O:2].N1CCCCC1.[CH:30]1[C:42]2[CH:41]([CH2:43][O:44][C:45]([NH:47][CH2:48][C:49]3[CH:57]=[CH:56][C:52](C(O)=O)=[CH:51][CH:50]=3)=[O:46])[C:40]3[C:35](=[CH:36][CH:37]=[CH:38][CH:39]=3)[C:34]=2[CH:33]=[CH:32][CH:31]=1. (4) Given the product [C:15]([O:14][C:12]([N:7]1[C:8]2([CH2:10][CH2:11]2)[CH2:9][N:4]2[N:3]=[C:2]([I:1])[C:19]([C:20]([OH:22])=[O:21])=[C:5]2[CH2:6]1)=[O:13])([CH3:18])([CH3:16])[CH3:17], predict the reactants needed to synthesize it. The reactants are: [I:1][C:2]1[C:19]([C:20]([O:22]CC)=[O:21])=[C:5]2[CH2:6][N:7]([C:12]([O:14][C:15]([CH3:18])([CH3:17])[CH3:16])=[O:13])[C:8]3([CH2:11][CH2:10]3)[CH2:9][N:4]2[N:3]=1.[OH-].[Na+].